Predict which catalyst facilitates the given reaction. From a dataset of Catalyst prediction with 721,799 reactions and 888 catalyst types from USPTO. (1) Reactant: N1([CH2:10][CH2:11][NH:12][C:13](=[O:23])/[CH:14]=[CH:15]/[C:16]2[CH:21]=[CH:20][CH:19]=[CH:18][C:17]=2[F:22])C2C=CC=CC=2N=C1.FC1C=CC=CC=1C=CC(O)=O.Cl.NCC[C:40]([O:42][CH3:43])=[O:41].CCN=C=NCCCN(C)C.Cl.C(N(CC)CC)C. Product: [F:22][C:17]1[CH:18]=[CH:19][CH:20]=[CH:21][C:16]=1/[CH:15]=[CH:14]/[C:13]([NH:12][CH2:11][CH2:10][C:40]([O:42][CH3:43])=[O:41])=[O:23]. The catalyst class is: 2. (2) Reactant: C([N:8]1[C:12]([CH3:14])([CH3:13])[CH2:11][CH:10]([CH2:15][N:16]2[C:24]3[C:19](=[CH:20][C:21]([C:25]4[CH:26]=[N:27][N:28]([CH:30]5[CH2:35][CH2:34][CH2:33][CH2:32][O:31]5)[CH:29]=4)=[CH:22][CH:23]=3)[CH:18]=[CH:17]2)[CH2:9]1)C1C=CC=CC=1.C([O-])=O.[NH4+].C(OCC)(=O)C. Product: [CH3:13][C:12]1([CH3:14])[NH:8][CH2:9][CH:10]([CH2:15][N:16]2[C:24]3[C:19](=[CH:20][C:21]([C:25]4[CH:26]=[N:27][N:28]([CH:30]5[CH2:35][CH2:34][CH2:33][CH2:32][O:31]5)[CH:29]=4)=[CH:22][CH:23]=3)[CH:18]=[CH:17]2)[CH2:11]1. The catalyst class is: 105.